This data is from Forward reaction prediction with 1.9M reactions from USPTO patents (1976-2016). The task is: Predict the product of the given reaction. (1) The product is: [CH3:19][C:20]1([CH3:44])[CH2:29][CH2:28][C:27]([CH3:30])([CH3:31])[C:26]2[CH:25]=[C:24]([C:32]3[N:33]=[C:34]([N:37]4[CH2:42][CH2:41][CH:40]([NH:2][C@@H:3]5[CH2:7][CH2:6][C@@H:5]([OH:8])[C@H:4]5[OH:9])[CH2:39][CH2:38]4)[S:35][CH:36]=3)[CH:23]=[CH:22][C:21]1=2. Given the reactants Cl.[NH2:2][C@@H:3]1[CH2:7][CH2:6][C@@H:5]([OH:8])[C@H:4]1[OH:9].CCN(C(C)C)C(C)C.[CH3:19][C:20]1([CH3:44])[CH2:29][CH2:28][C:27]([CH3:31])([CH3:30])[C:26]2[CH:25]=[C:24]([C:32]3[N:33]=[C:34]([N:37]4[CH2:42][CH2:41][C:40](=O)[CH2:39][CH2:38]4)[S:35][CH:36]=3)[CH:23]=[CH:22][C:21]1=2.C(O)(=O)C.C(O[BH-](OC(=O)C)OC(=O)C)(=O)C.[Na+].C(=O)([O-])O.[Na+], predict the reaction product. (2) Given the reactants [C:1]([C:3]1[C:12](I)=[CH:11][C:6]([C:7]([O:9]C)=[O:8])=[C:5]([CH3:14])[CH:4]=1)#[N:2].C([C:17]1[C:26]([OH:27])=[CH:25][C:20](C(OC)=O)=C(C)C=1)#N.C1([OH:35])C=CC=CC=1.BrC(CC)C, predict the reaction product. The product is: [NH2:2][C:1]([C:3]1[C:12]([O:27][CH:26]([CH3:17])[CH2:25][CH3:20])=[CH:11][C:6]([C:7]([OH:9])=[O:8])=[C:5]([CH3:14])[CH:4]=1)=[O:35]. (3) Given the reactants [C:1]1([CH2:7][CH2:8][C:9]([OH:11])=O)[CH:6]=[CH:5][CH:4]=[CH:3][CH:2]=1.CN(C(ON1N=NC2C=CC=CC1=2)=[N+](C)C)C.F[P-](F)(F)(F)(F)F.[NH2:36][C:37]1[CH:38]=[C:39]([C:59](=[O:66])[NH:60][C:61]2[NH:62][CH:63]=[CH:64][N:65]=2)[C:40]2[N:44]=[C:43]([NH:45][C:46]([C:48]3[N:49]=[CH:50][C:51]4[C:56]([CH:57]=3)=[CH:55][CH:54]=[CH:53][CH:52]=4)=[O:47])[NH:42][C:41]=2[CH:58]=1, predict the reaction product. The product is: [NH:62]1[CH:63]=[CH:64][N:65]=[C:61]1[NH:60][C:59]([C:39]1[C:40]2[NH:44][C:43]([NH:45][C:46]([C:48]3[N:49]=[CH:50][C:51]4[C:56]([CH:57]=3)=[CH:55][CH:54]=[CH:53][CH:52]=4)=[O:47])=[N:42][C:41]=2[CH:58]=[C:37]([NH:36][C:9](=[O:11])[CH2:8][CH2:7][C:1]2[CH:2]=[CH:3][CH:4]=[CH:5][CH:6]=2)[CH:38]=1)=[O:66].